This data is from Full USPTO retrosynthesis dataset with 1.9M reactions from patents (1976-2016). The task is: Predict the reactants needed to synthesize the given product. (1) The reactants are: [CH:1]1([NH:4][C:5](=[O:24])[C:6]2[CH:11]=[C:10]([C:12]3[CH:17]=[C:16]([CH3:18])[C:15]([N+:19]([O-])=O)=[CH:14][N:13]=3)[C:9]([CH3:22])=[C:8]([F:23])[CH:7]=2)[CH2:3][CH2:2]1. Given the product [NH2:19][C:15]1[C:16]([CH3:18])=[CH:17][C:12]([C:10]2[CH:11]=[C:6]([CH:7]=[C:8]([F:23])[C:9]=2[CH3:22])[C:5]([NH:4][CH:1]2[CH2:3][CH2:2]2)=[O:24])=[N:13][CH:14]=1, predict the reactants needed to synthesize it. (2) Given the product [F:27][C:3]1[C:2](/[N:1]=[CH:28]\[C:29]2[CH:34]=[CH:33][CH:32]=[CH:31][CH:30]=2)=[CH:26][CH:25]=[CH:24][C:4]=1[CH2:5][C:6]1[C:7](=[O:23])[O:8][C:9]2[CH:16]=[C:15]([O:17][C:18]3[S:19][CH:20]=[CH:21][N:22]=3)[CH:14]=[CH:13][C:10]=2[C:11]=1[CH3:12], predict the reactants needed to synthesize it. The reactants are: [NH2:1][C:2]1[C:3]([F:27])=[C:4]([CH:24]=[CH:25][CH:26]=1)[CH2:5][C:6]1[C:7](=[O:23])[O:8][C:9]2[CH:16]=[C:15]([O:17][C:18]3[S:19][CH:20]=[CH:21][N:22]=3)[CH:14]=[CH:13][C:10]=2[C:11]=1[CH3:12].[CH:28](=O)[C:29]1[CH:34]=[CH:33][CH:32]=[CH:31][CH:30]=1. (3) Given the product [CH:56]1([O:55][C:50](=[O:62])[O:51][CH:52]([O:16][C:14]2[N:13]([C:17]3[N:18]=[CH:19][CH:20]=[CH:21][N:22]=3)[N:12]=[C:11]([CH:10]([NH:9][C:6]3[CH:7]=[CH:8][C:3]([C:2]([NH2:1])=[N:36][C:37](=[O:44])[C:38]4[CH:39]=[CH:40][CH:41]=[CH:42][CH:43]=4)=[CH:4][CH:5]=3)[C:23]3[CH:28]=[C:27]([O:29][CH3:30])[CH:26]=[C:25]([O:31][CH2:32][CH2:33][OH:34])[C:24]=3[F:35])[N:15]=2)[CH3:53])[CH2:61][CH2:60][CH2:59][CH2:58][CH2:57]1, predict the reactants needed to synthesize it. The reactants are: [NH2:1][C:2](=[N:36][C:37](=[O:44])[C:38]1[CH:43]=[CH:42][CH:41]=[CH:40][CH:39]=1)[C:3]1[CH:8]=[CH:7][C:6]([NH:9][CH:10]([C:23]2[CH:28]=[C:27]([O:29][CH3:30])[CH:26]=[C:25]([O:31][CH2:32][CH2:33][OH:34])[C:24]=2[F:35])[C:11]2[NH:15][C:14](=[O:16])[N:13]([C:17]3[N:22]=[CH:21][CH:20]=[CH:19][N:18]=3)[N:12]=2)=[CH:5][CH:4]=1.C(=O)([O-])O.[K+].[C:50](=[O:62])([O:55][CH:56]1[CH2:61][CH2:60][CH2:59][CH2:58][CH2:57]1)[O:51][CH:52](Cl)[CH3:53]. (4) Given the product [CH3:28][C:23]1([CH3:29])[C:24]([CH3:27])([CH3:26])[O:25][B:21]([C:2]2[CH:3]=[N:4][C:5]([N:8]3[CH2:13][CH2:12][N:11]([C:14]([O:16][C:17]([CH3:20])([CH3:19])[CH3:18])=[O:15])[CH2:10][CH2:9]3)=[N:6][CH:7]=2)[O:22]1, predict the reactants needed to synthesize it. The reactants are: Br[C:2]1[CH:3]=[N:4][C:5]([N:8]2[CH2:13][CH2:12][N:11]([C:14]([O:16][C:17]([CH3:20])([CH3:19])[CH3:18])=[O:15])[CH2:10][CH2:9]2)=[N:6][CH:7]=1.[B:21]1([B:21]2[O:25][C:24]([CH3:27])([CH3:26])[C:23]([CH3:29])([CH3:28])[O:22]2)[O:25][C:24]([CH3:27])([CH3:26])[C:23]([CH3:29])([CH3:28])[O:22]1.C([O-])(=O)C.[K+].CCOC(C)=O. (5) Given the product [Br:10][C@@H:2]([CH2:6][CH2:7][CH2:8][CH3:9])[C:3]([OH:5])=[O:4], predict the reactants needed to synthesize it. The reactants are: N[C@@H:2]([CH2:6][CH2:7][CH2:8][CH3:9])[C:3]([OH:5])=[O:4].[BrH:10].N([O-])=O.[Na+]. (6) Given the product [Cl:4][C:5]1[CH:6]=[C:7]2[C:11](=[CH:12][CH:13]=1)[NH:10][C:9]([C:14]([OH:16])=[O:15])=[C:8]2[S:18]([C:19]1[CH:24]=[C:23]([CH3:25])[CH:22]=[C:21]([CH3:26])[CH:20]=1)(=[O:2])=[O:1], predict the reactants needed to synthesize it. The reactants are: [OH2:1].[OH-:2].[Li+].[Cl:4][C:5]1[CH:6]=[C:7]2[C:11](=[CH:12][CH:13]=1)[NH:10][C:9]([C:14]([O:16]C)=[O:15])=[C:8]2[S:18][C:19]1[CH:24]=[C:23]([CH3:25])[CH:22]=[C:21]([CH3:26])[CH:20]=1.Cl.